Dataset: Peptide-MHC class I binding affinity with 185,985 pairs from IEDB/IMGT. Task: Regression. Given a peptide amino acid sequence and an MHC pseudo amino acid sequence, predict their binding affinity value. This is MHC class I binding data. (1) The peptide sequence is ERYFRIHSL. The MHC is Patr-A0101 with pseudo-sequence Patr-A0101. The binding affinity (normalized) is 0. (2) The binding affinity (normalized) is 0.0847. The peptide sequence is EADPTGHSY. The MHC is HLA-B58:01 with pseudo-sequence HLA-B58:01. (3) The peptide sequence is GPASLPTAL. The MHC is HLA-A01:01 with pseudo-sequence HLA-A01:01. The binding affinity (normalized) is 0.0847. (4) The peptide sequence is KRGVFVLGFLG. The MHC is Mamu-B08 with pseudo-sequence Mamu-B08. The binding affinity (normalized) is 0.373. (5) The peptide sequence is NISGYNFSLG. The MHC is H-2-Kb with pseudo-sequence H-2-Kb. The binding affinity (normalized) is 0.116. (6) The peptide sequence is GAGVASADP. The MHC is HLA-A02:03 with pseudo-sequence HLA-A02:03. The binding affinity (normalized) is 0.0239. (7) The peptide sequence is FFNVEIPEF. The MHC is HLA-B39:01 with pseudo-sequence HLA-B39:01. The binding affinity (normalized) is 0.213.